This data is from Catalyst prediction with 721,799 reactions and 888 catalyst types from USPTO. The task is: Predict which catalyst facilitates the given reaction. Reactant: [Cl:1][C:2]1[CH:3]=[C:4]2[C:9](=[C:10](F)[CH:11]=1)[N:8]=[CH:7][CH:6]=[CH:5]2.[OH:13][CH:14]1[CH2:19][CH2:18][N:17]([C:20]([O:22][C:23]([CH3:26])([CH3:25])[CH3:24])=[O:21])[CH2:16][CH2:15]1.CC(C)([O-])C.[Na+].O. Product: [Cl:1][C:2]1[CH:3]=[C:4]2[C:9](=[C:10]([O:13][CH:14]3[CH2:15][CH2:16][N:17]([C:20]([O:22][C:23]([CH3:26])([CH3:25])[CH3:24])=[O:21])[CH2:18][CH2:19]3)[CH:11]=1)[N:8]=[CH:7][CH:6]=[CH:5]2. The catalyst class is: 37.